From a dataset of Catalyst prediction with 721,799 reactions and 888 catalyst types from USPTO. Predict which catalyst facilitates the given reaction. (1) Reactant: [CH3:1][O:2][C:3]1[CH:12]=[C:11]2[C:6]([CH:7]=[CH:8][CH:9]=[C:10]2[CH2:13][CH2:14][NH:15][C:16](=[O:18])[CH3:17])=[CH:5][CH:4]=1.[Br:19]Br.O. Product: [Br:19][C:8]1[CH:9]=[C:10]([CH2:13][CH2:14][NH:15][C:16](=[O:18])[CH3:17])[C:11]2[C:6]([CH:7]=1)=[CH:5][CH:4]=[C:3]([O:2][CH3:1])[CH:12]=2. The catalyst class is: 15. (2) Reactant: Cl(O)(=O)(=O)=O.[Cl:6][C:7]1[CH:46]=[CH:45][C:10]([CH2:11][NH:12][C:13]([C:15]2[C:16](=[O:44])[C:17]3[CH:32]=[C:31]([CH2:33][N:34]([CH2:36][C@H:37]([C:39]4[O:40][CH:41]=[CH:42][CH:43]=4)[OH:38])[CH3:35])[S:30][C:18]=3[N:19]([CH2:21][CH2:22][O:23]C3CCCCO3)[CH:20]=2)=[O:14])=[CH:9][CH:8]=1. Product: [Cl:6][C:7]1[CH:46]=[CH:45][C:10]([CH2:11][NH:12][C:13]([C:15]2[C:16](=[O:44])[C:17]3[CH:32]=[C:31]([CH2:33][N:34]([CH2:36][C@H:37]([C:39]4[O:40][CH:41]=[CH:42][CH:43]=4)[OH:38])[CH3:35])[S:30][C:18]=3[N:19]([CH2:21][CH2:22][OH:23])[CH:20]=2)=[O:14])=[CH:9][CH:8]=1. The catalyst class is: 49. (3) Reactant: Cl[C:2](=[C:6]([C:9]#[N:10])[C:7]#[N:8])[CH:3]([CH3:5])[CH3:4].[Cl:11][C:12]1[C:13]([NH:19][NH2:20])=[N:14][CH:15]=[C:16]([Cl:18])[CH:17]=1.C(N(CC)CC)C. Product: [NH2:8][C:7]1[N:19]([C:13]2[C:12]([Cl:11])=[CH:17][C:16]([Cl:18])=[CH:15][N:14]=2)[N:20]=[C:2]([CH:3]([CH3:5])[CH3:4])[C:6]=1[C:9]#[N:10]. The catalyst class is: 1. (4) Product: [O:1]=[C:2]1[CH2:7][CH2:6][CH2:5][CH:4]([CH2:8][C:9]([O:11][CH2:12][CH3:13])=[O:10])[CH2:3]1. Reactant: [O:1]=[C:2]1[CH2:7][CH2:6][CH2:5][CH:4]([CH:8](C(OCC)=O)[C:9]([O:11][CH2:12][CH3:13])=[O:10])[CH2:3]1.[Cl-].[Na+].CS(C)=O. The catalyst class is: 6. (5) Reactant: Cl.[NH2:2][CH2:3][C:4]1[CH:5]=[C:6]2[C:10](=[CH:11][CH:12]=1)[C:9](=[O:13])[N:8]([CH:14]1[CH2:19][CH2:18][C:17](=[O:20])[NH:16][C:15]1=[O:21])[CH2:7]2.[F:22][C:23]([F:40])([C:27]1[CH:32]=[CH:31][CH:30]=[C:29]([CH2:33][CH2:34][CH2:35][S:36]([CH3:39])(=[O:38])=[O:37])[CH:28]=1)[C:24](O)=[O:25].C(N(CC)C(C)C)(C)C.F[P-](F)(F)(F)(F)F.CN(C(N(C)C)=[N+]1C2C(=NC=CC=2)[N+]([O-])=N1)C. Product: [O:21]=[C:15]1[CH:14]([N:8]2[CH2:7][C:6]3[C:10](=[CH:11][CH:12]=[C:4]([CH2:3][NH:2][C:24](=[O:25])[C:23]([F:40])([F:22])[C:27]4[CH:32]=[CH:31][CH:30]=[C:29]([CH2:33][CH2:34][CH2:35][S:36]([CH3:39])(=[O:38])=[O:37])[CH:28]=4)[CH:5]=3)[C:9]2=[O:13])[CH2:19][CH2:18][C:17](=[O:20])[NH:16]1. The catalyst class is: 35. (6) Product: [CH2:1]([O:8][C:9]1[CH:14]=[CH:13][C:12]([C:27]([C:26]2[C:29]([CH3:31])=[CH:30][C:23]([O:22][CH3:21])=[CH:24][C:25]=2[O:32][CH2:33][O:34][CH3:35])=[O:28])=[CH:11][CH:10]=1)[C:2]1[CH:7]=[CH:6][CH:5]=[CH:4][CH:3]=1. Reactant: [CH2:1]([O:8][C:9]1[CH:14]=[CH:13][C:12](Br)=[CH:11][CH:10]=1)[C:2]1[CH:7]=[CH:6][CH:5]=[CH:4][CH:3]=1.C([Li])CCC.[CH3:21][O:22][C:23]1[CH:30]=[C:29]([CH3:31])[C:26]([CH:27]=[O:28])=[C:25]([O:32][CH2:33][O:34][CH3:35])[CH:24]=1.O. The catalyst class is: 7.